This data is from Full USPTO retrosynthesis dataset with 1.9M reactions from patents (1976-2016). The task is: Predict the reactants needed to synthesize the given product. (1) Given the product [CH:35]1([C:22]([N:19]2[CH2:18][CH2:17][CH:16]([C:14]3[CH:13]=[CH:12][N:11]=[C:10]([NH:9][C:2]4[CH:7]=[CH:6][C:5]([CH3:8])=[CH:4][N:3]=4)[CH:15]=3)[CH2:21][CH2:20]2)=[O:24])[CH2:40][CH2:39][CH2:38][CH2:37][CH2:36]1, predict the reactants needed to synthesize it. The reactants are: Br[C:2]1[CH:7]=[CH:6][C:5]([CH3:8])=[CH:4][N:3]=1.[NH2:9][C:10]1[CH:15]=[C:14]([CH:16]2[CH2:21][CH2:20][N:19]([C:22]([O:24]C(C)(C)C)=O)[CH2:18][CH2:17]2)[CH:13]=[CH:12][N:11]=1.CC(C)([O-])C.[Na+].[C:35]1(P(C2C=CC=CC=2)C2C3OC4C(=CC=CC=4P(C4C=CC=CC=4)C4C=CC=CC=4)C(C)(C)C=3C=CC=2)[CH:40]=[CH:39][CH:38]=[CH:37][CH:36]=1.C1(C(O)=O)CCCCC1.C(N(CC)CC)C. (2) Given the product [CH2:22]([N:21]([CH2:14][C:15]1[CH:20]=[CH:19][CH:18]=[CH:17][CH:16]=1)[CH:9]([CH:10]([CH3:13])[CH3:11])[C:8]#[C:7][C:1]1[CH:6]=[CH:5][CH:4]=[CH:3][CH:2]=1)[C:23]1[CH:28]=[CH:27][CH:26]=[CH:25][CH:24]=1, predict the reactants needed to synthesize it. The reactants are: [C:1]1([C:7]#[CH:8])[CH:6]=[CH:5][CH:4]=[CH:3][CH:2]=1.[CH3:9][CH:10]([CH3:13])[CH:11]=O.[CH2:14]([NH:21][CH2:22][C:23]1[CH:28]=[CH:27][CH:26]=[CH:25][CH:24]=1)[C:15]1[CH:20]=[CH:19][CH:18]=[CH:17][CH:16]=1. (3) Given the product [CH3:24][NH:25][CH2:26][CH2:27][C:28]1[CH:34]=[CH:33][C:31]([NH:32]/[C:4](=[C:11]2\[C:12](=[O:23])[NH:13][C:14]3[C:19]\2=[CH:18][C:17]([N+:20]([O-:22])=[O:21])=[CH:16][CH:15]=3)/[C:5]2[CH:10]=[CH:9][CH:8]=[CH:7][CH:6]=2)=[CH:30][CH:29]=1, predict the reactants needed to synthesize it. The reactants are: C(O[C:4](=[C:11]1[C:19]2[C:14](=[CH:15][CH:16]=[C:17]([N+:20]([O-:22])=[O:21])[CH:18]=2)[NH:13][C:12]1=[O:23])[C:5]1[CH:10]=[CH:9][CH:8]=[CH:7][CH:6]=1)C.[CH3:24][NH:25][CH2:26][CH2:27][C:28]1[CH:34]=[CH:33][C:31]([NH2:32])=[CH:30][CH:29]=1. (4) Given the product [C:30]([NH:1][C:2]1[CH:7]=[CH:6][CH:5]=[CH:4][C:3]=1[NH:8][C:9](=[O:29])[C:10]([OH:28])([C:24]([F:27])([F:25])[F:26])[CH2:11][C:12]([C:15]1[CH:20]=[C:19]([F:21])[CH:18]=[CH:17][C:16]=1[O:22][CH3:23])([CH3:14])[CH3:13])(=[O:32])[CH3:31], predict the reactants needed to synthesize it. The reactants are: [NH2:1][C:2]1[CH:7]=[CH:6][CH:5]=[CH:4][C:3]=1[NH:8][C:9](=[O:29])[C:10]([OH:28])([C:24]([F:27])([F:26])[F:25])[CH2:11][C:12]([C:15]1[CH:20]=[C:19]([F:21])[CH:18]=[CH:17][C:16]=1[O:22][CH3:23])([CH3:14])[CH3:13].[C:30](O)(=[O:32])[CH3:31]. (5) Given the product [F:1][C:2]1[CH:3]=[C:4]([CH2:5][CH2:6][CH2:7][OH:8])[CH:10]=[CH:11][CH:12]=1, predict the reactants needed to synthesize it. The reactants are: [F:1][C:2]1[CH:3]=[C:4]([CH:10]=[CH:11][CH:12]=1)[CH2:5][CH2:6][C:7](O)=[O:8].[H-].[H-].[H-].[H-].[Li+].[Al+3]. (6) Given the product [I:23][C:10]1[C:9]([O:8][C@H:5]2[CH2:4][CH2:3][C@@H:2]([CH3:1])[CH2:7][CH2:6]2)=[CH:18][CH:17]=[C:16]2[C:11]=1[CH:12]=[CH:13][C:14]([C:19]([O:21][CH3:22])=[O:20])=[CH:15]2, predict the reactants needed to synthesize it. The reactants are: [CH3:1][C@@H:2]1[CH2:7][CH2:6][C@H:5]([O:8][C:9]2[CH:10]=[C:11]3[C:16](=[CH:17][CH:18]=2)[CH:15]=[C:14]([C:19]([O:21][CH3:22])=[O:20])[CH:13]=[CH:12]3)[CH2:4][CH2:3]1.[I:23]N1C(=O)CCC1=O. (7) Given the product [Cl:33][C:13]1[CH:12]=[C:11]([C:8]2[CH:7]=[CH:6][C:5]([C:3]([OH:4])=[O:2])=[CH:10][CH:9]=2)[CH:16]=[C:15]([Cl:17])[C:14]=1[CH2:18][C@@H:19]1[CH2:23][CH2:22][N:21]([C@H:24]2[CH2:25][CH2:26][C@H:27]([O:30][CH3:31])[CH2:28][CH2:29]2)[C:20]1=[O:32], predict the reactants needed to synthesize it. The reactants are: C[O:2][C:3]([C:5]1[CH:10]=[CH:9][C:8]([C:11]2[CH:16]=[C:15]([Cl:17])[C:14]([CH2:18][C@@H:19]3[CH2:23][CH2:22][N:21]([C@H:24]4[CH2:29][CH2:28][C@H:27]([O:30][CH3:31])[CH2:26][CH2:25]4)[C:20]3=[O:32])=[C:13]([Cl:33])[CH:12]=2)=[CH:7][CH:6]=1)=[O:4].[OH-].[Na+].